From a dataset of Reaction yield outcomes from USPTO patents with 853,638 reactions. Predict the reaction yield, written as a fraction of the theoretical maximum amount of product (1.0 means a 100% yield; for example, 0.34 means a 34% yield). The reactants are [CH3:1][O:2][C:3]([C:5]1[CH:13]=[C:12]2[C:8]([C:9]([C:16]([OH:18])=O)=[CH:10][N:11]2[CH2:14][CH3:15])=[CH:7][CH:6]=1)=[O:4].C(Cl)Cl.C(Cl)(=O)C(Cl)=O.[NH4+:28].[OH-]. The catalyst is CN(C=O)C. The product is [CH3:1][O:2][C:3]([C:5]1[CH:13]=[C:12]2[C:8]([C:9]([C:16]([NH2:28])=[O:18])=[CH:10][N:11]2[CH2:14][CH3:15])=[CH:7][CH:6]=1)=[O:4]. The yield is 0.850.